Dataset: Full USPTO retrosynthesis dataset with 1.9M reactions from patents (1976-2016). Task: Predict the reactants needed to synthesize the given product. (1) Given the product [F:1][C:2]1[CH:7]=[C:6]([F:8])[CH:5]=[CH:4][C:3]=1[N:9]1[C:13]([C:14]2[S:23][C:22]3[C:21]4[N:24]=[C:25]([C:28]5[CH:33]=[CH:32][C:31]([NH:45][CH2:35][CH2:36][N:37]([CH3:41])[CH3:38])=[N:30][CH:29]=5)[CH:26]=[CH:27][C:20]=4[O:19][CH2:18][CH2:17][C:16]=3[CH:15]=2)=[N:12][CH:11]=[N:10]1, predict the reactants needed to synthesize it. The reactants are: [F:1][C:2]1[CH:7]=[C:6]([F:8])[CH:5]=[CH:4][C:3]=1[N:9]1[C:13]([C:14]2[S:23][C:22]3[C:21]4[N:24]=[C:25]([C:28]5[CH:29]=[N:30][C:31](F)=[CH:32][CH:33]=5)[CH:26]=[CH:27][C:20]=4[O:19][CH2:18][CH2:17][C:16]=3[CH:15]=2)=[N:12][CH:11]=[N:10]1.[CH3:35][CH2:36][N:37]([CH:41](C)C)[CH:38](C)C.C[N:45]1C(=O)CCC1. (2) Given the product [CH3:1][NH:2][C:3]1[CH:4]=[CH:5][C:6]([CH:9]([CH2:14][NH2:15])[CH2:10][NH2:11])=[CH:7][CH:8]=1, predict the reactants needed to synthesize it. The reactants are: [CH3:1][NH:2][C:3]1[CH:8]=[CH:7][C:6]([CH:9]([CH2:14][N+:15]([O-])=O)[CH2:10][N+:11]([O-])=O)=[CH:5][CH:4]=1.[H][H]. (3) Given the product [NH2:1][C:4]1[CH:5]=[CH:6][C:7]([O:8][C:9]([CH3:14])([CH3:13])[C:10]([NH2:12])=[O:11])=[CH:15][CH:16]=1, predict the reactants needed to synthesize it. The reactants are: [N+:1]([C:4]1[CH:16]=[CH:15][C:7]([O:8][C:9]([CH3:14])([CH3:13])[C:10]([NH2:12])=[O:11])=[CH:6][CH:5]=1)([O-])=O. (4) Given the product [CH2:3]([C:5]1[C:14]([CH3:15])=[C:13]([O:16][C:17](=[O:18])[CH3:19])[C:12]2[C:7](=[CH:8][C:9]([F:23])=[C:10]([F:22])[CH:11]=2)[N:6]=1)[CH3:4], predict the reactants needed to synthesize it. The reactants are: [H-].[Na+].[CH2:3]([C:5]1[C:14]([CH3:15])=[C:13]([O:16][C:17]([CH:19]2CC2)=[O:18])[C:12]2[C:7](=[CH:8][C:9]([F:23])=[C:10]([F:22])[CH:11]=2)[N:6]=1)[CH3:4].C(C1C(C)=C(OC(C2CC2)=O)C2C(=CC=C(F)C=2F)N=1)C.O. (5) Given the product [CH2:17]([O:20][CH2:21][CH2:22][CH:14]([C:9]1[CH:10]=[CH:11][CH:12]=[CH:13][C:8]=1[F:7])[C:15]#[N:16])[CH:18]=[CH2:19], predict the reactants needed to synthesize it. The reactants are: CC(C)([O-])C.[K+].[F:7][C:8]1[CH:13]=[CH:12][CH:11]=[CH:10][C:9]=1[CH2:14][C:15]#[N:16].[CH2:17]([O:20][CH2:21][CH2:22]OS(C1C=CC(C)=CC=1)(=O)=O)[CH:18]=[CH2:19].C1OCCOCCOCCOCCOCCOC1.[Cl-].[NH4+]. (6) Given the product [CH3:1][O:2][C:3]([C:5]1[N:6]=[CH:7][O:8][C:9]=1[C:10]1[CH:15]=[CH:14][C:13]([N:17]2[CH2:22][CH2:21][CH2:20][CH2:19][CH2:18]2)=[N:12][CH:11]=1)=[O:4], predict the reactants needed to synthesize it. The reactants are: [CH3:1][O:2][C:3]([C:5]1[N:6]=[CH:7][O:8][C:9]=1[C:10]1[CH:11]=[N:12][C:13](Cl)=[CH:14][CH:15]=1)=[O:4].[NH:17]1[CH2:22][CH2:21][CH2:20][CH2:19][CH2:18]1. (7) Given the product [Cl:23][C:9]1[N:10]=[CH:11][N:12]([C:13]2[CH:18]=[CH:17][C:16]([S:19]([CH3:22])(=[O:20])=[O:21])=[CH:15][CH:14]=2)[C:8]=1[C:5]1[CH:6]=[CH:7][C:2]([N:1]2[CH2:32][CH2:33][CH2:34][C:35]2=[O:36])=[CH:3][CH:4]=1, predict the reactants needed to synthesize it. The reactants are: [NH2:1][C:2]1[CH:7]=[CH:6][C:5]([C:8]2[N:12]([C:13]3[CH:18]=[CH:17][C:16]([S:19]([CH3:22])(=[O:21])=[O:20])=[CH:15][CH:14]=3)[CH:11]=[N:10][C:9]=2[Cl:23])=[CH:4][CH:3]=1.CCN(CC)CC.Cl[CH2:32][CH2:33][CH2:34][C:35](Cl)=[O:36].CC(C)([O-])C.[K+].